This data is from Catalyst prediction with 721,799 reactions and 888 catalyst types from USPTO. The task is: Predict which catalyst facilitates the given reaction. (1) Reactant: [C:1]1([C@H:11]([NH:13][CH:14]2[CH2:18][CH2:17][CH:16]([C:19](O)=O)[CH2:15]2)[CH3:12])[C:10]2[C:5](=[CH:6][CH:7]=[CH:8][CH:9]=2)[CH:4]=[CH:3][CH:2]=1.[OH:22][NH:23][C:24](=[NH:32])[CH2:25][C:26]1[S:27][C:28]([CH3:31])=[CH:29][N:30]=1.CCOC(C)=O. Product: [CH3:31][C:28]1[S:27][C:26]([CH2:25][C:24]2[N:32]=[C:19]([CH:16]3[CH2:17][CH2:18][CH:14]([NH:13][C@@H:11]([C:1]4[C:10]5[C:5](=[CH:6][CH:7]=[CH:8][CH:9]=5)[CH:4]=[CH:3][CH:2]=4)[CH3:12])[CH2:15]3)[O:22][N:23]=2)=[N:30][CH:29]=1. The catalyst class is: 61. (2) Reactant: [CH3:1][O:2][C:3]1[CH:8]=[CH:7][C:6]([CH2:9][NH2:10])=[CH:5][CH:4]=1.C(O)(=O)C.[F:15][C:16]1[CH:17]=[C:18]([CH:21]=[CH:22][C:23]=1[F:24])[CH:19]=O.C([BH3-])#N. Product: [F:15][C:16]1[CH:17]=[C:18]([CH:21]=[CH:22][C:23]=1[F:24])[CH2:19][NH:10][CH2:9][C:6]1[CH:7]=[CH:8][C:3]([O:2][CH3:1])=[CH:4][CH:5]=1. The catalyst class is: 4. (3) Reactant: [Br:1][C:2]1[CH:9]=[CH:8][C:7]([O:10][Si:11]([C:24]([CH3:27])([CH3:26])[CH3:25])([C:18]2[CH:23]=[CH:22][CH:21]=[CH:20][CH:19]=2)[C:12]2[CH:17]=[CH:16][CH:15]=[CH:14][CH:13]=2)=[CH:6][C:3]=1C=O.[NH2:28][CH2:29][CH2:30][NH:31][C:32](=[O:38])[O:33][C:34]([CH3:37])([CH3:36])[CH3:35].C([BH3-])#N.[Na+]. Product: [Br:1][C:2]1[CH:9]=[CH:8][C:7]([O:10][Si:11]([C:24]([CH3:27])([CH3:26])[CH3:25])([C:12]2[CH:17]=[CH:16][CH:15]=[CH:14][CH:13]=2)[C:18]2[CH:23]=[CH:22][CH:21]=[CH:20][CH:19]=2)=[CH:6][C:3]=1[NH:28][CH2:29][CH2:30][NH:31][C:32]([O:33][C:34]([CH3:37])([CH3:36])[CH3:35])=[O:38]. The catalyst class is: 5. (4) Reactant: [OH:1][CH2:2][C:3]1[N:4]=[C:5]([CH2:8][N:9]2[C:18](=[O:19])[C:17]3[C:12](=[CH:13][CH:14]=[C:15]([C:20]4[CH:25]=[CH:24][C:23]([O:26][C:27]([F:30])([F:29])[F:28])=[CH:22][CH:21]=4)[CH:16]=3)[NH:11][CH2:10]2)[O:6][CH:7]=1. Product: [OH:1][CH2:2][C:3]1[N:4]=[C:5]([CH2:8][N:9]2[C:18](=[O:19])[C:17]3[C:12](=[CH:13][CH:14]=[C:15]([C:20]4[CH:21]=[CH:22][C:23]([O:26][C:27]([F:28])([F:30])[F:29])=[CH:24][CH:25]=4)[CH:16]=3)[N:11]=[CH:10]2)[O:6][CH:7]=1. The catalyst class is: 78. (5) Reactant: CO[C:3]1[C:8]([CH3:9])=[C:7]([C:10]([F:13])([F:12])[F:11])[CH:6]=[CH:5][C:4]=1[C:14]1[O:15][CH2:16][C:17]([CH3:20])([CH3:19])[N:18]=1.[CH2:21]([Mg]Cl)[CH3:22]. Product: [CH2:21]([C:3]1[C:8]([CH3:9])=[C:7]([C:10]([F:13])([F:12])[F:11])[CH:6]=[CH:5][C:4]=1[C:14]1[O:15][CH2:16][C:17]([CH3:20])([CH3:19])[N:18]=1)[CH3:22]. The catalyst class is: 1. (6) Product: [C:26]([O:25][C:23](=[O:24])[NH:14][CH2:13][C@@H:11]1[CH2:12][C@H:10]1[C:6]1[C:5]2[N:4]([N:3]=[C:2]([CH3:1])[CH:15]=2)[CH:9]=[CH:8][CH:7]=1)([CH3:29])([CH3:28])[CH3:27]. Reactant: [CH3:1][C:2]1[CH:15]=[C:5]2[C:6]([C@@H:10]3[CH2:12][C@H:11]3[CH2:13][NH2:14])=[CH:7][CH:8]=[CH:9][N:4]2[N:3]=1.C(N(CC)CC)C.[C:23](O[C:23]([O:25][C:26]([CH3:29])([CH3:28])[CH3:27])=[O:24])([O:25][C:26]([CH3:29])([CH3:28])[CH3:27])=[O:24]. The catalyst class is: 685. (7) Reactant: [F:1][C:2]1[CH:3]=[C:4]([OH:9])[CH:5]=[CH:6][C:7]=1[NH2:8].[Cl:10][C:11]1[CH:16]=[CH:15][C:14]([N:17]=[C:18]=[O:19])=[CH:13][C:12]=1[C:20]([F:23])([F:22])[F:21].O. Product: [Cl:10][C:11]1[CH:16]=[CH:15][C:14]([NH:17][C:18]([NH:8][C:7]2[CH:6]=[CH:5][C:4]([OH:9])=[CH:3][C:2]=2[F:1])=[O:19])=[CH:13][C:12]=1[C:20]([F:21])([F:22])[F:23]. The catalyst class is: 4. (8) Reactant: [NH2:1][C:2]1[CH:3]=[C:4]([C:15]([OH:17])=[O:16])[CH:5]=[C:6]([C:8]2[CH:13]=[CH:12][C:11]([Cl:14])=[CH:10][CH:9]=2)[CH:7]=1.[CH3:18][O:19][C:20]1[N:25]=[C:24]([O:26][CH3:27])[C:23]([C:28]2[CH:37]=[C:36]3[C:31]([C:32](Cl)=[C:33]([C:38]([NH2:40])=[O:39])[CH:34]=[N:35]3)=[CH:30][CH:29]=2)=[CH:22][N:21]=1. Product: [NH2:40][C:38]([C:33]1[CH:34]=[N:35][C:36]2[C:31]([C:32]=1[NH:1][C:2]1[CH:3]=[C:4]([C:15]([OH:17])=[O:16])[CH:5]=[C:6]([C:8]3[CH:9]=[CH:10][C:11]([Cl:14])=[CH:12][CH:13]=3)[CH:7]=1)=[CH:30][CH:29]=[C:28]([C:23]1[C:24]([O:26][CH3:27])=[N:25][C:20]([O:19][CH3:18])=[N:21][CH:22]=1)[CH:37]=2)=[O:39]. The catalyst class is: 86. (9) Product: [CH3:1][O:2][CH2:3][C:4]1[CH:9]=[C:8]([C:10]([Cl:23])=[O:11])[CH:7]=[CH:6][C:5]=1[C:13]1[CH:18]=[CH:17][CH:16]=[CH:15][C:14]=1[CH3:19]. Reactant: [CH3:1][O:2][CH2:3][C:4]1[CH:9]=[C:8]([C:10](O)=[O:11])[CH:7]=[CH:6][C:5]=1[C:13]1[CH:18]=[CH:17][CH:16]=[CH:15][C:14]=1[CH3:19].C(Cl)(=O)C([Cl:23])=O.CN(C=O)C. The catalyst class is: 2.